This data is from Forward reaction prediction with 1.9M reactions from USPTO patents (1976-2016). The task is: Predict the product of the given reaction. (1) Given the reactants [Cl:1][C:2]1[C:3]([CH2:10][CH3:11])=[N:4][CH:5]=[C:6]([CH2:8]C)[N:7]=1.[CH:12]1([CH:15]2[NH:20][C:19](=O)[CH:18]([CH3:22])[NH:17][C:16]2=O)[CH2:14][CH2:13]1, predict the reaction product. The product is: [Cl:1][C:2]1[C:3]([CH:10]2[CH2:11][CH2:12]2)=[N:4][CH:5]=[C:6]([CH3:8])[N:7]=1.[Cl:1][C:19]1[C:18]([CH3:22])=[N:17][CH:16]=[C:15]([CH:12]2[CH2:14][CH2:13]2)[N:20]=1. (2) Given the reactants BrCC(C1C=CN=C(Cl)C=1)=O.ClC1C=C(C(=O)C)C=CN=1.ClC1C=C(C#N)C=CN=1.BrCC(C1C=CN=C(SC)N=1)=O.OOS([O-])=O.[K+].FF.Br[CH2:52][C:53]([C:55]1[C:60]([F:61])=[CH:59][N:58]=[C:57]([Cl:62])[N:56]=1)=[O:54], predict the reaction product. The product is: [Cl:62][C:57]1[N:56]=[C:55]([C:53](=[O:54])[CH3:52])[C:60]([F:61])=[CH:59][N:58]=1. (3) Given the reactants [CH3:1][CH:2]1[NH:7][CH:6]([CH3:8])[CH2:5][N:4]([CH2:9][C:10]([OH:28])([CH2:15][C:16]([C:19]2[CH:24]=[C:23]([F:25])[CH:22]=[CH:21][C:20]=2[O:26][CH3:27])([CH3:18])[CH3:17])[C:11]([F:14])([F:13])[F:12])[CH2:3]1.N1C=CC=CC=1.[C:35](OC(=O)C)(=[O:37])[CH3:36], predict the reaction product. The product is: [F:25][C:23]1[CH:22]=[CH:21][C:20]([O:26][CH3:27])=[C:19]([C:16]([CH3:18])([CH3:17])[CH2:15][C:10]([OH:28])([C:11]([F:12])([F:13])[F:14])[CH2:9][N:4]2[CH2:3][CH:2]([CH3:1])[N:7]([C:35](=[O:37])[CH3:36])[CH:6]([CH3:8])[CH2:5]2)[CH:24]=1. (4) Given the reactants Cl[CH2:2][C@H:3]1[O:7][N:6]=[C:5]([C:8]2[N:13]=[CH:12][C:11]([C:14]3[CH:19]=[CH:18][C:17]([N:20]4[CH2:24][C@H:23]([CH2:25][N:26]5[CH:30]=[CH:29][N:28]=[N:27]5)[O:22][C:21]4=[O:31])=[CH:16][C:15]=3[F:32])=[CH:10][CH:9]=2)[CH2:4]1.[SH:33][CH2:34][CH2:35][OH:36].C(=O)([O-])[O-].[K+].[K+].CN(C=O)C, predict the reaction product. The product is: [F:32][C:15]1[CH:16]=[C:17]([N:20]2[CH2:24][C@H:23]([CH2:25][N:26]3[CH:30]=[CH:29][N:28]=[N:27]3)[O:22][C:21]2=[O:31])[CH:18]=[CH:19][C:14]=1[C:11]1[CH:12]=[N:13][C:8]([C:5]2[CH2:4][C@@H:3]([CH2:2][S:33][CH2:34][CH2:35][OH:36])[O:7][N:6]=2)=[CH:9][CH:10]=1. (5) Given the reactants [Cl:1][C:2]1[C:3](=[O:21])[N:4]([C:14]2[CH:19]=[CH:18][C:17]([Cl:20])=[CH:16][CH:15]=2)[N:5]=[CH:6][C:7]=1[N:8]1[CH2:13][CH2:12][NH:11][CH2:10][CH2:9]1.[CH3:22][S:23](Cl)(=[O:25])=[O:24], predict the reaction product. The product is: [Cl:1][C:2]1[C:3](=[O:21])[N:4]([C:14]2[CH:15]=[CH:16][C:17]([Cl:20])=[CH:18][CH:19]=2)[N:5]=[CH:6][C:7]=1[N:8]1[CH2:9][CH2:10][N:11]([S:23]([CH3:22])(=[O:25])=[O:24])[CH2:12][CH2:13]1. (6) Given the reactants Cl.[NH2:2][C:3]1[N:4]=[C:5]2[CH:10]=[CH:9][C:8]([O:11][C:12]3[CH:13]=[CH:14][C:15]([F:28])=[C:16]([NH:18][C:19]([C:21]4[N:25]([CH3:26])[N:24]=[C:23]([CH3:27])[CH:22]=4)=[O:20])[CH:17]=3)=[N:7][N:6]2[CH:29]=1.[CH3:30][CH:31]([CH3:35])[C:32](Cl)=[O:33], predict the reaction product. The product is: [F:28][C:15]1[CH:14]=[CH:13][C:12]([O:11][C:8]2[CH:9]=[CH:10][C:5]3[N:6]([CH:29]=[C:3]([NH:2][C:32](=[O:33])[CH:31]([CH3:35])[CH3:30])[N:4]=3)[N:7]=2)=[CH:17][C:16]=1[NH:18][C:19]([C:21]1[N:25]([CH3:26])[N:24]=[C:23]([CH3:27])[CH:22]=1)=[O:20]. (7) Given the reactants C([O:8][C:9]1[CH:51]=[CH:50][C:12]([CH2:13][C:14]([C:40]([O:42]CC2C=CC=CC=2)=[O:41])([CH2:22][CH2:23][C@H:24]([NH:32][C:33]([O:35][C:36]([CH3:39])([CH3:38])[CH3:37])=[O:34])[C:25]([O:27][C:28]([CH3:31])([CH3:30])[CH3:29])=[O:26])[C:15]([O:17][C:18]([CH3:21])([CH3:20])[CH3:19])=[O:16])=[CH:11][CH:10]=1)C1C=CC=CC=1, predict the reaction product. The product is: [C:28]([O:27][C:25](=[O:26])[C@@H:24]([NH:32][C:33]([O:35][C:36]([CH3:39])([CH3:38])[CH3:37])=[O:34])[CH2:23][CH2:22][C:14]([C:15]([O:17][C:18]([CH3:19])([CH3:20])[CH3:21])=[O:16])([CH2:13][C:12]1[CH:11]=[CH:10][C:9]([OH:8])=[CH:51][CH:50]=1)[C:40]([OH:42])=[O:41])([CH3:29])([CH3:30])[CH3:31]. (8) Given the reactants [Cl:1][C:2]1[C:7]([O:8][CH3:9])=[CH:6][C:5]([O:10][CH3:11])=[CH:4][C:3]=1[CH2:12][C:13]([OH:15])=[O:14].O=S(Cl)Cl.[CH3:20]O, predict the reaction product. The product is: [Cl:1][C:2]1[C:7]([O:8][CH3:9])=[CH:6][C:5]([O:10][CH3:11])=[CH:4][C:3]=1[CH2:12][C:13]([O:15][CH3:20])=[O:14].